From a dataset of Catalyst prediction with 721,799 reactions and 888 catalyst types from USPTO. Predict which catalyst facilitates the given reaction. (1) Reactant: [CH3:1][S:2]([OH:5])(=[O:4])=[O:3].[CH3:6][O:7][C:8]1[CH:9]=[C:10]2[CH2:19][CH:18]([CH2:20][CH:21]3[CH2:26][CH2:25][N:24]([CH2:27][C:28]4[CH:29]=[CH:30][CH:31]=[CH:32][CH:33]=4)[CH2:23][CH2:22]3)[C:16](=[O:17])[C:11]2=[CH:12][C:13]=1[O:14][CH3:15].C(OCCC)CC. Product: [CH3:6][O:7][C:8]1[CH:9]=[C:10]2[CH2:19][CH:18]([CH2:20][CH:21]3[CH2:22][CH2:23][N:24]([CH2:27][C:28]4[CH:33]=[CH:32][CH:31]=[CH:30][CH:29]=4)[CH2:25][CH2:26]3)[C:16](=[O:17])[C:11]2=[CH:12][C:13]=1[O:14][CH3:15].[S:2]([O-:5])(=[O:4])(=[O:3])[CH3:1]. The catalyst class is: 8. (2) Reactant: [N:1]1[C:10]2[C:5](=[CH:6][CH:7]=[CH:8][CH:9]=2)[N:4]=[CH:3][C:2]=1[N:11]1[CH2:22][CH2:21][C:14]2([C:19](=[O:20])[NH:18][CH2:17][CH2:16][CH2:15]2)[CH2:13][CH2:12]1.C1COCC1.Br[CH2:29][C:30]1[CH:38]=[CH:37][CH:36]=[C:35]2[C:31]=1[CH:32]=[CH:33][N:34]2S(C1C=CC(C)=CC=1)(=O)=O. Product: [NH:34]1[C:35]2[C:31](=[C:30]([CH2:29][N:18]3[CH2:17][CH2:16][CH2:15][C:14]4([CH2:21][CH2:22][N:11]([C:2]5[CH:3]=[N:4][C:5]6[C:10](=[CH:9][CH:8]=[CH:7][CH:6]=6)[N:1]=5)[CH2:12][CH2:13]4)[C:19]3=[O:20])[CH:38]=[CH:37][CH:36]=2)[CH:32]=[CH:33]1. The catalyst class is: 625.